This data is from Catalyst prediction with 721,799 reactions and 888 catalyst types from USPTO. The task is: Predict which catalyst facilitates the given reaction. (1) Reactant: [NH2:1][C:2]1[CH:3]=[CH:4][C:5]([C:8]2[N:13]=[C:12]([OH:14])[CH:11]=[C:10]([C:15]([F:18])([F:17])[F:16])[N:9]=2)=[N:6][CH:7]=1.C(N(CC)CC)C.[Cl:26][CH:27]([CH3:31])[C:28](Cl)=[O:29]. Product: [Cl:26][CH:27]([CH3:31])[C:28]([NH:1][C:2]1[CH:7]=[N:6][C:5]([C:8]2[N:13]=[C:12]([OH:14])[CH:11]=[C:10]([C:15]([F:18])([F:17])[F:16])[N:9]=2)=[CH:4][CH:3]=1)=[O:29]. The catalyst class is: 1. (2) Reactant: [CH2:1]([CH:6]([C:12]([O:14][CH2:15][CH3:16])=[O:13])[C:7]([O:9][CH2:10][CH3:11])=[O:8])[CH2:2][CH:3]([CH3:5])[CH3:4].[H-].[Na+].[H][H].I[CH3:22]. Product: [CH2:10]([O:9][C:7](=[O:8])[C:6]([CH3:22])([CH2:1][CH2:2][CH:3]([CH3:5])[CH3:4])[C:12]([O:14][CH2:15][CH3:16])=[O:13])[CH3:11]. The catalyst class is: 483. (3) Reactant: [C:1]([O:9][C@H:10]1[C@H:14]([F:15])[C@H:13]([N:16]2[CH:21]=[CH:20][C:19]([NH:22][C:23](=[O:30])[C:24]3[CH:29]=[CH:28][CH:27]=[CH:26][CH:25]=3)=[N:18][C:17]2=[O:31])[O:12][C@@H:11]1[CH2:32]O)(=[O:8])[C:2]1[CH:7]=[CH:6][CH:5]=[CH:4][CH:3]=1.C(Br)(Br)(Br)[Br:35].C1C=CC(P(C2C=CC=CC=2)C2C=CC=CC=2)=CC=1. Product: [C:1]([O:9][C@H:10]1[C@H:14]([F:15])[C@H:13]([N:16]2[CH:21]=[CH:20][C:19]([NH:22][C:23](=[O:30])[C:24]3[CH:29]=[CH:28][CH:27]=[CH:26][CH:25]=3)=[N:18][C:17]2=[O:31])[O:12][C@@H:11]1[CH2:32][Br:35])(=[O:8])[C:2]1[CH:7]=[CH:6][CH:5]=[CH:4][CH:3]=1. The catalyst class is: 2. (4) Reactant: C(O[N:5]=[C:6]([C:8]1[CH:13]=[C:12]([CH3:14])[C:11]([Br:15])=[CH:10][C:9]=1[OH:16])[CH3:7])(=O)C.CC(=O)OCC. Product: [Br:15][C:11]1[C:12]([CH3:14])=[CH:13][C:8]2[C:6]([CH3:7])=[N:5][O:16][C:9]=2[CH:10]=1. The catalyst class is: 635. (5) Reactant: [C:1]([O:5][C:6]([NH:8][CH2:9][C@H:10]1[CH2:15][CH2:14][C@H:13]([C:16]([NH:18][C@H:19]([C:37](=[O:49])[NH:38][C:39]2[CH:47]=[C:46]3[C:42]([C:43](=[O:48])[NH:44][NH:45]3)=[CH:41][CH:40]=2)[CH2:20][C:21]2[CH:26]=[CH:25][C:24]([C:27]3[CH:32]=[CH:31][C:30]([C:33](O)=[O:34])=[CH:29][C:28]=3[CH3:36])=[CH:23][CH:22]=2)=[O:17])[CH2:12][CH2:11]1)=[O:7])([CH3:4])([CH3:3])[CH3:2].[C:50]([O:54][C:55]([N:57]1[CH2:62][CH2:61][CH:60]([NH2:63])[CH2:59][CH:58]1[CH3:64])=[O:56])([CH3:53])([CH3:52])[CH3:51].F[P-](F)(F)(F)(F)F.CN(C(ON1C2=NC=CC=C2N=N1)=[N+](C)C)C.C(N(CC)C(C)C)(C)C. Product: [C:1]([O:5][C:6]([NH:8][CH2:9][C@H:10]1[CH2:15][CH2:14][C@H:13]([C:16]([NH:18][C@H:19]([C:37](=[O:49])[NH:38][C:39]2[CH:47]=[C:46]3[C:42]([C:43](=[O:48])[NH:44][NH:45]3)=[CH:41][CH:40]=2)[CH2:20][C:21]2[CH:26]=[CH:25][C:24]([C:27]3[CH:32]=[CH:31][C:30]([C:33]([NH:63][CH:60]4[CH2:61][CH2:62][N:57]([C:55]([O:54][C:50]([CH3:53])([CH3:51])[CH3:52])=[O:56])[CH:58]([CH3:64])[CH2:59]4)=[O:34])=[CH:29][C:28]=3[CH3:36])=[CH:23][CH:22]=2)=[O:17])[CH2:12][CH2:11]1)=[O:7])([CH3:4])([CH3:2])[CH3:3]. The catalyst class is: 7. (6) Reactant: [CH3:1][NH:2][C:3]1[CH:4]=[C:5]([CH2:12][C:13]([NH2:15])=[O:14])[CH:6]=[CH:7][C:8]=1[N+:9]([O-])=O. Product: [NH2:9][C:8]1[CH:7]=[CH:6][C:5]([CH2:12][C:13]([NH2:15])=[O:14])=[CH:4][C:3]=1[NH:2][CH3:1]. The catalyst class is: 515. (7) Reactant: P(C)(C)C.[N:5]([CH2:8][C:9]1[N:10]=[N:11][C:12]([C:15]2[C:20]([F:21])=[CH:19][CH:18]=[CH:17][C:16]=2[F:22])=[CH:13][CH:14]=1)=[N+]=[N-].[Cl:23][C:24]1[CH:29]=[CH:28][N:27]=[CH:26][C:25]=1[N:30]=[C:31]=S. Product: [Cl:23][C:24]1[CH:29]=[CH:28][N:27]=[CH:26][C:25]=1[NH:30][C:31]1[N:10]2[N:11]=[C:12]([C:15]3[C:20]([F:21])=[CH:19][CH:18]=[CH:17][C:16]=3[F:22])[CH:13]=[CH:14][C:9]2=[CH:8][N:5]=1. The catalyst class is: 49. (8) Reactant: [C:1]([O:5][C:6](=[O:19])[NH:7][C:8]1[CH:13]=[C:12]([O:14][CH3:15])[CH:11]=[CH:10][C:9]=1[N+:16]([O-:18])=[O:17])([CH3:4])([CH3:3])[CH3:2].[H-].[Na+].S(OC)(O[CH3:26])(=O)=O.O. Product: [C:1]([O:5][C:6](=[O:19])[N:7]([C:8]1[CH:13]=[C:12]([O:14][CH3:15])[CH:11]=[CH:10][C:9]=1[N+:16]([O-:18])=[O:17])[CH3:26])([CH3:4])([CH3:2])[CH3:3]. The catalyst class is: 9. (9) Reactant: [CH3:1][O:2][C:3]1[CH:4]=[CH:5][CH:6]=[C:7]2[C:11]=1[C:10](=[O:12])[O:9][CH2:8]2.[H-].[H-].[H-].[H-].[Li+].[Al+3].O.C(Cl)Cl. Product: [OH:9][CH2:8][C:7]1[CH:6]=[CH:5][CH:4]=[C:3]([O:2][CH3:1])[C:11]=1[CH2:10][OH:12]. The catalyst class is: 1. (10) The catalyst class is: 4. Product: [O:13]=[C:3]([NH:4][C@@H:5]([C:7]1[CH:12]=[CH:11][CH:10]=[CH:9][CH:8]=1)[CH3:6])[C:2]([C@@H:14]([NH:19][C:20](=[O:35])[O:21][CH2:22][C:23]1([CH2:27][S:28][C:29]2[N:34]=[CH:33][CH:32]=[CH:31][N:30]=2)[CH2:24][CH2:25][CH2:26]1)[CH2:15][CH2:16][CH2:17][CH3:18])=[O:1]. Reactant: [OH:1][CH:2]([C@@H:14]([NH:19][C:20](=[O:35])[O:21][CH2:22][C:23]1([CH2:27][S:28][C:29]2[N:34]=[CH:33][CH:32]=[CH:31][N:30]=2)[CH2:26][CH2:25][CH2:24]1)[CH2:15][CH2:16][CH2:17][CH3:18])[C:3](=[O:13])[NH:4][C@@H:5]([C:7]1[CH:12]=[CH:11][CH:10]=[CH:9][CH:8]=1)[CH3:6].C(=O)(O)[O-].[Na+].CC(OI1(OC(C)=O)(OC(C)=O)OC(=O)C2C=CC=CC1=2)=O.